Task: Predict the reaction yield, written as a fraction of the theoretical maximum amount of product (1.0 means a 100% yield; for example, 0.34 means a 34% yield).. Dataset: Reaction yield outcomes from USPTO patents with 853,638 reactions The reactants are Br[C:2]1[CH:3]=[C:4]2[C:9](=[CH:10][C:11]=1[Cl:12])[N:8]=[CH:7][N:6]=[C:5]2[N:13]1[CH2:18][CH2:17][N:16]([C:19]([O:21][C:22]([CH3:25])([CH3:24])[CH3:23])=[O:20])[CH:15]([C:26](=[O:28])[NH2:27])[CH2:14]1.[CH3:29][N:30](C=O)C. The catalyst is C1C=CC(P(C2C=CC=CC=2)[C-]2C=CC=C2)=CC=1.C1C=CC(P(C2C=CC=CC=2)[C-]2C=CC=C2)=CC=1.Cl[Pd]Cl.[Fe+2].[C-]#N.[C-]#N.[Zn+2]. The product is [C:22]([O:21][C:19]([N:16]1[CH2:17][CH2:18][N:13]([C:5]2[C:4]3[C:9](=[CH:10][C:11]([Cl:12])=[C:2]([C:29]#[N:30])[CH:3]=3)[N:8]=[CH:7][N:6]=2)[CH2:14][CH:15]1[C:26](=[O:28])[NH2:27])=[O:20])([CH3:24])([CH3:23])[CH3:25]. The yield is 0.790.